The task is: Regression. Given two drug SMILES strings and cell line genomic features, predict the synergy score measuring deviation from expected non-interaction effect.. This data is from NCI-60 drug combinations with 297,098 pairs across 59 cell lines. (1) Drug 1: CCC1(CC2CC(C3=C(CCN(C2)C1)C4=CC=CC=C4N3)(C5=C(C=C6C(=C5)C78CCN9C7C(C=CC9)(C(C(C8N6C)(C(=O)OC)O)OC(=O)C)CC)OC)C(=O)OC)O.OS(=O)(=O)O. Drug 2: C1=NC2=C(N1)C(=S)N=CN2. Cell line: HCT-15. Synergy scores: CSS=21.0, Synergy_ZIP=-5.44, Synergy_Bliss=2.74, Synergy_Loewe=1.36, Synergy_HSA=0.765. (2) Drug 1: CC1=C(C(=CC=C1)Cl)NC(=O)C2=CN=C(S2)NC3=CC(=NC(=N3)C)N4CCN(CC4)CCO. Drug 2: CC1CCCC2(C(O2)CC(NC(=O)CC(C(C(=O)C(C1O)C)(C)C)O)C(=CC3=CSC(=N3)C)C)C. Cell line: NCIH23. Synergy scores: CSS=53.1, Synergy_ZIP=4.39, Synergy_Bliss=3.27, Synergy_Loewe=-4.53, Synergy_HSA=3.18. (3) Drug 1: C1CN1P(=S)(N2CC2)N3CC3. Drug 2: CNC(=O)C1=NC=CC(=C1)OC2=CC=C(C=C2)NC(=O)NC3=CC(=C(C=C3)Cl)C(F)(F)F. Cell line: LOX IMVI. Synergy scores: CSS=10.1, Synergy_ZIP=-9.63, Synergy_Bliss=-7.24, Synergy_Loewe=-25.4, Synergy_HSA=-8.39. (4) Drug 1: CC(CN1CC(=O)NC(=O)C1)N2CC(=O)NC(=O)C2. Cell line: HOP-92. Synergy scores: CSS=73.1, Synergy_ZIP=14.4, Synergy_Bliss=14.7, Synergy_Loewe=16.2, Synergy_HSA=17.7. Drug 2: CC1C(C(CC(O1)OC2CC(CC3=C2C(=C4C(=C3O)C(=O)C5=C(C4=O)C(=CC=C5)OC)O)(C(=O)CO)O)N)O.Cl. (5) Drug 1: C1CCC(CC1)NC(=O)N(CCCl)N=O. Drug 2: C1CN(CCN1C(=O)CCBr)C(=O)CCBr. Cell line: NCI/ADR-RES. Synergy scores: CSS=22.4, Synergy_ZIP=-2.87, Synergy_Bliss=-0.465, Synergy_Loewe=1.52, Synergy_HSA=3.05. (6) Drug 1: CC1=CC=C(C=C1)C2=CC(=NN2C3=CC=C(C=C3)S(=O)(=O)N)C(F)(F)F. Drug 2: C1C(C(OC1N2C=NC3=C2NC=NCC3O)CO)O. Cell line: SK-OV-3. Synergy scores: CSS=-5.41, Synergy_ZIP=0.303, Synergy_Bliss=-5.41, Synergy_Loewe=-8.11, Synergy_HSA=-8.14. (7) Drug 1: CC12CCC(CC1=CCC3C2CCC4(C3CC=C4C5=CN=CC=C5)C)O. Drug 2: C1=C(C(=O)NC(=O)N1)N(CCCl)CCCl. Cell line: OVCAR-8. Synergy scores: CSS=27.4, Synergy_ZIP=1.20, Synergy_Bliss=4.42, Synergy_Loewe=1.10, Synergy_HSA=4.97.